Dataset: Full USPTO retrosynthesis dataset with 1.9M reactions from patents (1976-2016). Task: Predict the reactants needed to synthesize the given product. (1) Given the product [CH3:30][NH:29][C:25]1[N:24]=[C:23]([CH:21]([NH:20][C:15]2[CH:16]=[CH:17][CH:18]=[CH:19][C:14]=2[C:13]([OH:31])=[O:48])[CH3:22])[CH:28]=[CH:27][N:26]=1, predict the reactants needed to synthesize it. The reactants are: CC1(C)C2C(=CC(N[C:13](=[O:31])[C:14]3[CH:19]=[CH:18][CH:17]=[CH:16][C:15]=3[NH:20][CH:21]([C:23]3[CH:28]=[CH:27][N:26]=[C:25]([NH:29][CH3:30])[N:24]=3)[CH3:22])=CC=2)CN(C(OC(C)(C)C)=O)C1.C(O)(=[O:48])C1C(=CC=CC=1)N.CC1C=CC(S(O)(=O)=O)=CC=1.[BH4-].[Na+]. (2) Given the product [N:20]1[N:16]2[C:17]3[C:12]([CH:13]=[CH:14][C:15]2=[N:22][CH:21]=1)=[CH:11][C:10]([S:9][C:8]1[N:34]=[C:33]([C:35]2([C:41]#[N:42])[CH2:40][CH2:39][O:38][CH2:37][CH2:36]2)[CH:32]=[CH:6][CH:7]=1)=[CH:19][CH:18]=3, predict the reactants needed to synthesize it. The reactants are: C(C(CCCC)CO[C:6](=O)[CH2:7][CH2:8][S:9][C:10]1[CH:11]=[C:12]2[C:17](=[CH:18][CH:19]=1)[N:16]1[N:20]=[CH:21][N:22]=[C:15]1[CH:14]=[CH:13]2)C.FC1[N:34]=[C:33]([C:35]2([C:41]#[N:42])[CH2:40][CH2:39][O:38][CH2:37][CH2:36]2)[CH:32]=CC=1.CC(C)([O-])C.[K+]. (3) Given the product [CH3:1][O:2][C:3]([C@@H:4]1[C@H:5]([CH3:6])[O:7][C:9]([CH:10]([NH:13][C:14]([C:16]2[C:17]3[CH:24]=[N:23][N:22]([C:25]4[CH:26]=[CH:27][C:28]([F:31])=[CH:29][CH:30]=4)[C:18]=3[CH:19]=[N:20][CH:21]=2)=[O:15])[CH2:11][CH3:12])=[N:8]1)=[O:33], predict the reactants needed to synthesize it. The reactants are: [CH3:1][O:2][C:3](=[O:33])[C@@H:4]([NH:8][C:9](=O)[CH:10]([NH:13][C:14]([C:16]1[C:17]2[CH:24]=[N:23][N:22]([C:25]3[CH:30]=[CH:29][C:28]([F:31])=[CH:27][CH:26]=3)[C:18]=2[CH:19]=[N:20][CH:21]=1)=[O:15])[CH2:11][CH3:12])[C@H:5]([OH:7])[CH3:6].CC[N+](S(N=C(OC)[O-])(=O)=O)(CC)CC. (4) The reactants are: [CH2:1]([Mg]Br)[CH3:2].[CH3:5][O:6][C:7]1[CH:8]=[C:9]([NH:19][C:20]2[N:25]=[C:24]([C:26](=[O:28])[CH3:27])[CH:23]=[C:22]([CH2:29][O:30][CH2:31][C:32]([F:35])([F:34])[F:33])[N:21]=2)[CH:10]=[CH:11][C:12]=1[N:13]1[CH:17]=[C:16]([CH3:18])[N:15]=[CH:14]1.[Cl-].[NH4+]. Given the product [CH3:5][O:6][C:7]1[CH:8]=[C:9]([NH:19][C:20]2[N:25]=[C:24]([C:26]([OH:28])([CH2:1][CH3:2])[CH3:27])[CH:23]=[C:22]([CH2:29][O:30][CH2:31][C:32]([F:33])([F:34])[F:35])[N:21]=2)[CH:10]=[CH:11][C:12]=1[N:13]1[CH:17]=[C:16]([CH3:18])[N:15]=[CH:14]1, predict the reactants needed to synthesize it. (5) Given the product [CH3:3][O:4][C:5]1[CH:14]=[C:13]2[C:8]([C:9]([N:15]3[CH2:20][CH2:19][O:18][C@@H:17]([C:21]4[CH:22]=[CH:23][C:24]([O:27][CH3:28])=[CH:25][CH:26]=4)[CH2:16]3)=[CH:10][N:11]=[N:12]2)=[CH:7][C:6]=1[O:29][CH2:31][C:32]([F:35])([F:34])[F:33], predict the reactants needed to synthesize it. The reactants are: [H-].[Na+].[CH3:3][O:4][C:5]1[CH:14]=[C:13]2[C:8]([C:9]([N:15]3[CH2:20][CH2:19][O:18][CH:17]([C:21]4[CH:26]=[CH:25][C:24]([O:27][CH3:28])=[CH:23][CH:22]=4)[CH2:16]3)=[CH:10][N:11]=[N:12]2)=[CH:7][C:6]=1[OH:29].I[CH2:31][C:32]([F:35])([F:34])[F:33].C(=O)(O)[O-].[Na+]. (6) Given the product [Cl:1][C:2]1[N:6]2[C:7]3[CH:31]=[CH:30][C:29]([Cl:32])=[CH:28][C:8]=3[C@@H:9]([C:18]3[CH:23]=[CH:22][CH:21]=[C:20]([O:24][CH3:25])[C:19]=3[O:26][CH3:27])[S:10][C@H:11]([CH2:12][CH2:13][OH:14])[C:5]2=[N:4][C:3]=1[Cl:33], predict the reactants needed to synthesize it. The reactants are: [Cl:1][C:2]1[N:6]2[C:7]3[CH:31]=[CH:30][C:29]([Cl:32])=[CH:28][C:8]=3[C@@H:9]([C:18]3[CH:23]=[CH:22][CH:21]=[C:20]([O:24][CH3:25])[C:19]=3[O:26][CH3:27])[S:10][C@H:11]([CH2:12][C:13](OCC)=[O:14])[C:5]2=[N:4][C:3]=1[Cl:33].O.[BH4-].[Na+].C(OCC)(=O)C.